Dataset: Full USPTO retrosynthesis dataset with 1.9M reactions from patents (1976-2016). Task: Predict the reactants needed to synthesize the given product. (1) Given the product [N:1]1([CH2:6][CH2:7][O:8][C:9]2[CH:10]=[C:11]3[C:16](=[CH:17][CH:18]=2)[CH:15]=[C:14]([C:19]2[C:27]4[C:22](=[CH:23][CH:24]=[C:25]([C:28]#[N:29])[CH:26]=4)[NH:21][N:20]=2)[CH:13]=[CH:12]3)[CH2:2][CH2:3][CH2:4][CH2:5]1, predict the reactants needed to synthesize it. The reactants are: [N:1]1([CH2:6][CH2:7][O:8][C:9]2[CH:10]=[C:11]3[C:16](=[CH:17][CH:18]=2)[CH:15]=[C:14]([C:19]2[C:27]4[C:22](=[CH:23][CH:24]=[C:25]([C:28]#[N:29])[CH:26]=4)[N:21](C4CCCCO4)[N:20]=2)[CH:13]=[CH:12]3)[CH2:5][CH2:4][CH2:3][CH2:2]1. (2) Given the product [CH2:1]([C:16]1[CH:17]=[C:18]([CH:26]=[CH:27][CH:28]=1)[O:19][CH:20]([CH2:24][CH3:25])[C:21]([Cl:31])=[O:22])[CH2:2][CH2:3][CH2:4][CH2:5][CH2:6][CH2:7][CH2:8][CH2:9][CH2:10][CH2:11][CH2:12][CH2:13][CH2:14][CH3:15], predict the reactants needed to synthesize it. The reactants are: [CH2:1]([C:16]1[CH:17]=[C:18]([CH:26]=[CH:27][CH:28]=1)[O:19][CH:20]([CH2:24][CH3:25])[C:21](O)=[O:22])[CH2:2][CH2:3][CH2:4][CH2:5][CH2:6][CH2:7][CH2:8][CH2:9][CH2:10][CH2:11][CH2:12][CH2:13][CH2:14][CH3:15].S(Cl)([Cl:31])=O. (3) Given the product [CH3:28][O:27][N:26]([CH3:25])[C:5](=[O:6])[C:4]1[CH:3]=[C:2]([CH3:1])[N:10]=[C:9]([CH3:11])[CH:8]=1, predict the reactants needed to synthesize it. The reactants are: [CH3:1][C:2]1[CH:3]=[C:4]([CH:8]=[C:9]([CH3:11])[N:10]=1)[C:5](O)=[O:6].C1N=CN(C(N2C=NC=C2)=O)C=1.Cl.[CH3:25][NH:26][O:27][CH3:28]. (4) Given the product [C:11]([O:15][C:16]([N:18]1[CH2:19][CH:20]=[C:21]([C:6]2[C:5]3[C:9](=[CH:10][C:2]([Cl:1])=[CH:3][CH:4]=3)[NH:8][CH:7]=2)[CH2:22][CH2:23]1)=[O:17])([CH3:14])([CH3:12])[CH3:13], predict the reactants needed to synthesize it. The reactants are: [Cl:1][C:2]1[CH:10]=[C:9]2[C:5]([CH:6]=[CH:7][NH:8]2)=[CH:4][CH:3]=1.[C:11]([O:15][C:16]([N:18]1[CH2:23][CH2:22][C:21](=O)[CH2:20][CH2:19]1)=[O:17])([CH3:14])([CH3:13])[CH3:12].N1CCCC1. (5) Given the product [CH3:1][O:2][C:3]([C:5]1[N:6]=[C:7]([C:26]#[N:27])[C:8]2[C:13]([C:14]=1[OH:15])=[CH:12][CH:11]=[CH:10][C:9]=2[O:16][C:17]1[CH:22]=[CH:21][C:20]([O:23][CH3:24])=[CH:19][CH:18]=1)=[O:4], predict the reactants needed to synthesize it. The reactants are: [CH3:1][O:2][C:3]([C:5]1[N:6]=[C:7](Br)[C:8]2[C:13]([C:14]=1[OH:15])=[CH:12][CH:11]=[CH:10][C:9]=2[O:16][C:17]1[CH:22]=[CH:21][C:20]([O:23][CH3:24])=[CH:19][CH:18]=1)=[O:4].[C:26]([Cu])#[N:27]. (6) Given the product [CH3:1][O:2][C:3]([C:5]1[N:6]=[C:7]([C:25]#[N:26])[C:8]2[C:13]([C:14]=1[OH:15])=[CH:12][CH:11]=[CH:10][C:9]=2[O:16][C:17]1[CH:22]=[CH:21][CH:20]=[CH:19][CH:18]=1)=[O:4], predict the reactants needed to synthesize it. The reactants are: [CH3:1][O:2][C:3]([C:5]1[N:6]=[C:7](Br)[C:8]2[C:13]([C:14]=1[OH:15])=[CH:12][CH:11]=[CH:10][C:9]=2[O:16][C:17]1[CH:22]=[CH:21][CH:20]=[CH:19][CH:18]=1)=[O:4].[Cu][C:25]#[N:26].CN(C)C=O.C(Cl)(Cl)Cl.C(O)(C)C. (7) Given the product [F:27][CH:28]([F:37])[C:29]1[C:30]([CH2:35][N:1]2[C:9]3[C:4](=[CH:5][CH:6]=[CH:7][CH:8]=3)[C@@:3]3([C:13]4[C:12](=[CH:21][C:16]5[O:17][CH2:18][CH2:19][O:20][C:15]=5[CH:14]=4)[O:11][CH2:10]3)[C:2]2=[O:22])=[N:31][CH:32]=[CH:33][CH:34]=1, predict the reactants needed to synthesize it. The reactants are: [NH:1]1[C:9]2[C:4](=[CH:5][CH:6]=[CH:7][CH:8]=2)[C:3]2([C:13]3[CH:14]=[CH:15][C:16]4[O:17][CH2:18][CH2:19][O:20][C:21]=4[C:12]=3[O:11][CH2:10]2)[C:2]1=[O:22].Cl.CO.Cl.[F:27][C:28](F)([F:37])[C:29]1[C:30]([CH2:35]O)=[N:31][CH:32]=[CH:33][CH:34]=1. (8) Given the product [O:37]=[S:33]1(=[O:36])[CH2:32][CH2:31][N:30]([C:27]2[CH:26]=[CH:25][C:24]([NH:23][C:2]3[N:7]=[CH:6][N:5]=[C:4]([C:8]4[CH:9]=[CH:10][C:11]([O:16][CH:17]5[CH2:22][CH2:21][O:20][CH2:19][CH2:18]5)=[C:12]([CH:15]=4)[C:13]#[N:14])[N:3]=3)=[CH:29][CH:28]=2)[CH2:35][CH2:34]1, predict the reactants needed to synthesize it. The reactants are: Cl[C:2]1[N:7]=[CH:6][N:5]=[C:4]([C:8]2[CH:9]=[CH:10][C:11]([O:16][CH:17]3[CH2:22][CH2:21][O:20][CH2:19][CH2:18]3)=[C:12]([CH:15]=2)[C:13]#[N:14])[N:3]=1.[NH2:23][C:24]1[CH:29]=[CH:28][C:27]([N:30]2[CH2:35][CH2:34][S:33](=[O:37])(=[O:36])[CH2:32][CH2:31]2)=[CH:26][CH:25]=1.C(N(CC)C(C)C)(C)C. (9) Given the product [CH2:1]([C@:8]1([C:23]2[NH:35][C:30]3[CH:29]=[C:28]([Cl:27])[CH:33]=[CH:32][C:31]=3[N:34]=2)[NH:9][C:10](=[O:22])[N:11]([C@@H:14]([C:16]2[CH:21]=[CH:20][CH:19]=[CH:18][CH:17]=2)[CH3:15])[C:12]1=[O:13])[C:2]1[CH:3]=[CH:4][CH:5]=[CH:6][CH:7]=1, predict the reactants needed to synthesize it. The reactants are: [CH2:1]([C:8]1([C:23]([O-])=O)[C:12](=[O:13])[N:11]([C@@H:14]([C:16]2[CH:21]=[CH:20][CH:19]=[CH:18][CH:17]=2)[CH3:15])[C:10](=[O:22])[NH:9]1)[C:2]1[CH:7]=[CH:6][CH:5]=[CH:4][CH:3]=1.[Li+].[Cl:27][C:28]1[CH:29]=[C:30]([NH2:35])[C:31]([NH2:34])=[CH:32][CH:33]=1.C(N(CC)C(C)C)(C)C.